This data is from NCI-60 drug combinations with 297,098 pairs across 59 cell lines. The task is: Regression. Given two drug SMILES strings and cell line genomic features, predict the synergy score measuring deviation from expected non-interaction effect. (1) Cell line: NCIH23. Drug 1: CC12CCC3C(C1CCC2=O)CC(=C)C4=CC(=O)C=CC34C. Synergy scores: CSS=43.5, Synergy_ZIP=-2.33, Synergy_Bliss=-4.16, Synergy_Loewe=-2.23, Synergy_HSA=-2.19. Drug 2: CC(C)(C#N)C1=CC(=CC(=C1)CN2C=NC=N2)C(C)(C)C#N. (2) Drug 1: C1CC(=O)NC(=O)C1N2CC3=C(C2=O)C=CC=C3N. Drug 2: C1CCC(C(C1)N)N.C(=O)(C(=O)[O-])[O-].[Pt+4]. Cell line: HT29. Synergy scores: CSS=21.4, Synergy_ZIP=-7.99, Synergy_Bliss=-0.0973, Synergy_Loewe=-9.14, Synergy_HSA=1.99. (3) Drug 1: C1CCN(CC1)CCOC2=CC=C(C=C2)C(=O)C3=C(SC4=C3C=CC(=C4)O)C5=CC=C(C=C5)O. Drug 2: COC1=C2C(=CC3=C1OC=C3)C=CC(=O)O2. Cell line: UACC62. Synergy scores: CSS=-1.33, Synergy_ZIP=0.539, Synergy_Bliss=-0.475, Synergy_Loewe=-2.21, Synergy_HSA=-2.27. (4) Drug 1: C1CCC(C1)C(CC#N)N2C=C(C=N2)C3=C4C=CNC4=NC=N3. Drug 2: C1=NC2=C(N=C(N=C2N1C3C(C(C(O3)CO)O)F)Cl)N. Cell line: RXF 393. Synergy scores: CSS=1.58, Synergy_ZIP=-4.02, Synergy_Bliss=-1.33, Synergy_Loewe=-6.60, Synergy_HSA=-1.80. (5) Drug 1: CS(=O)(=O)C1=CC(=C(C=C1)C(=O)NC2=CC(=C(C=C2)Cl)C3=CC=CC=N3)Cl. Drug 2: C1=NC2=C(N=C(N=C2N1C3C(C(C(O3)CO)O)O)F)N. Cell line: K-562. Synergy scores: CSS=15.4, Synergy_ZIP=-3.90, Synergy_Bliss=-3.43, Synergy_Loewe=-3.30, Synergy_HSA=-3.46. (6) Drug 1: CCC1(CC2CC(C3=C(CCN(C2)C1)C4=CC=CC=C4N3)(C5=C(C=C6C(=C5)C78CCN9C7C(C=CC9)(C(C(C8N6C=O)(C(=O)OC)O)OC(=O)C)CC)OC)C(=O)OC)O.OS(=O)(=O)O. Drug 2: CC1=C(C=C(C=C1)NC(=O)C2=CC=C(C=C2)CN3CCN(CC3)C)NC4=NC=CC(=N4)C5=CN=CC=C5. Cell line: UACC-257. Synergy scores: CSS=10.7, Synergy_ZIP=-7.91, Synergy_Bliss=-1.56, Synergy_Loewe=-29.9, Synergy_HSA=-1.86. (7) Drug 1: CC1CCC2CC(C(=CC=CC=CC(CC(C(=O)C(C(C(=CC(C(=O)CC(OC(=O)C3CCCCN3C(=O)C(=O)C1(O2)O)C(C)CC4CCC(C(C4)OC)OCCO)C)C)O)OC)C)C)C)OC. Drug 2: C1=NNC2=C1C(=O)NC=N2. Cell line: HCT116. Synergy scores: CSS=17.9, Synergy_ZIP=-1.67, Synergy_Bliss=-1.07, Synergy_Loewe=-53.9, Synergy_HSA=-1.66. (8) Drug 1: CNC(=O)C1=NC=CC(=C1)OC2=CC=C(C=C2)NC(=O)NC3=CC(=C(C=C3)Cl)C(F)(F)F. Drug 2: CCN(CC)CCCC(C)NC1=C2C=C(C=CC2=NC3=C1C=CC(=C3)Cl)OC. Cell line: SF-268. Synergy scores: CSS=10.2, Synergy_ZIP=-3.14, Synergy_Bliss=-4.32, Synergy_Loewe=-16.1, Synergy_HSA=-4.80.